This data is from Reaction yield outcomes from USPTO patents with 853,638 reactions. The task is: Predict the reaction yield, written as a fraction of the theoretical maximum amount of product (1.0 means a 100% yield; for example, 0.34 means a 34% yield). (1) The reactants are [CH3:1][S:2]([C:5]1[CH:6]=[CH:7][C:8]([S:14][CH3:15])=[C:9]([CH:13]=1)[C:10]([OH:12])=O)(=[O:4])=[O:3].[F:16][C:17]1[C:18]([N:27]2[CH2:32][CH2:31][NH:30][CH2:29][CH2:28]2)=[N:19][CH:20]=[C:21]([C:23]([F:26])([F:25])[F:24])[CH:22]=1. No catalyst specified. The product is [F:16][C:17]1[C:18]([N:27]2[CH2:32][CH2:31][N:30]([C:10]([C:9]3[CH:13]=[C:5]([S:2]([CH3:1])(=[O:3])=[O:4])[CH:6]=[CH:7][C:8]=3[S:14][CH3:15])=[O:12])[CH2:29][CH2:28]2)=[N:19][CH:20]=[C:21]([C:23]([F:24])([F:25])[F:26])[CH:22]=1. The yield is 0.990. (2) The reactants are [OH:1][C:2]1[CH:7]=[CH:6][C:5]([C:8]2[N:9]=[C:10]3[C:16]4[CH:17]=[CH:18][CH:19]=[CH:20][C:15]=4[NH:14][C:13]4[N:21]=[CH:22][CH:23]=[CH:24][C:12]=4[N:11]3[C:25]=2[C:26]2[CH:31]=[CH:30][C:29]([C:32]3([NH:36]C(=O)OC(C)(C)C)[CH2:35][CH2:34][CH2:33]3)=[CH:28][CH:27]=2)=[CH:4][CH:3]=1.Cl.O1CCOCC1. The catalyst is CO. The product is [NH2:36][C:32]1([C:29]2[CH:28]=[CH:27][C:26]([C:25]3[N:11]4[C:12]5[CH:24]=[CH:23][CH:22]=[N:21][C:13]=5[NH:14][C:15]5[CH:20]=[CH:19][CH:18]=[CH:17][C:16]=5[C:10]4=[N:9][C:8]=3[C:5]3[CH:4]=[CH:3][C:2]([OH:1])=[CH:7][CH:6]=3)=[CH:31][CH:30]=2)[CH2:33][CH2:34][CH2:35]1. The yield is 0.960. (3) The reactants are [CH2:1]([C:3]1[CH:11]=[CH:10][C:9]([C:12]2[N:13]([C:23]([O:25][C:26]([CH3:29])([CH3:28])[CH3:27])=[O:24])[C:14]3[C:19]([CH:20]=2)=[CH:18][C:17]([CH:21]=O)=[CH:16][CH:15]=3)=[C:8]2[C:4]=1[CH2:5][NH:6][C:7]2=[O:30])[CH3:2].[CH2:31]([CH2:33][NH2:34])[OH:32].C(O)(=O)C.C(O[BH-](OC(=O)C)OC(=O)C)(=O)C.[Na+].Cl. The catalyst is C(#N)C. The product is [CH2:1]([C:3]1[CH:11]=[CH:10][C:9]([C:12]2[N:13]([C:23]([O:25][C:26]([CH3:29])([CH3:28])[CH3:27])=[O:24])[C:14]3[C:19]([CH:20]=2)=[CH:18][C:17]([CH2:21][NH:34][CH2:33][CH2:31][OH:32])=[CH:16][CH:15]=3)=[C:8]2[C:4]=1[CH2:5][NH:6][C:7]2=[O:30])[CH3:2]. The yield is 0.950. (4) The reactants are [CH3:1][O-:2].[Na+].CC[CH:6]([NH:9][C:10]1[CH:15]=[N:14][CH:13]=[C:12](Cl)[N:11]=1)[CH2:7]C.CN1[CH2:22][CH2:21][CH2:20]C1=O. The catalyst is CO. The product is [CH2:6]([NH:9][C:10]1[C:15]([CH2:20][CH2:21][CH3:22])=[N:14][CH:13]=[C:12]([O:2][CH3:1])[N:11]=1)[CH3:7]. The yield is 0.980. (5) The reactants are [OH:1][C:2]1[CH:7]=[C:6]([CH3:8])[C:5]([NH:9][CH:10]=[O:11])=[C:4]([CH3:12])[C:3]=1[CH3:13].[H-].[Na+].Br[CH2:17][C:18]([CH3:29])=[CH:19][C:20]1[CH:25]=[CH:24][C:23]([CH:26]([CH3:28])[CH3:27])=[CH:22][CH:21]=1.O. The catalyst is CN(C=O)C. The product is [CH:26]([C:23]1[CH:22]=[CH:21][C:20]([CH:19]=[C:18]([CH3:29])[CH2:17][O:1][C:2]2[CH:7]=[C:6]([CH3:8])[C:5]([NH:9][CH:10]=[O:11])=[C:4]([CH3:12])[C:3]=2[CH3:13])=[CH:25][CH:24]=1)([CH3:28])[CH3:27]. The yield is 0.630. (6) The reactants are [CH3:1][C:2]1[N:3]([C:8]2[N:13]=[CH:12][C:11]([C:14](=O)/[CH:15]=[CH:16]/[C:17]3[CH:22]=[CH:21][CH:20]=[CH:19][C:18]=3[OH:23])=[CH:10][CH:9]=2)[C:4]([CH3:7])=[CH:5][CH:6]=1.O.[NH2:26][NH2:27]. The catalyst is CCO. The product is [CH3:1][C:2]1[N:3]([C:8]2[N:13]=[CH:12][C:11]([C:14]3[CH2:15][CH:16]([C:17]4[CH:22]=[CH:21][CH:20]=[CH:19][C:18]=4[OH:23])[NH:27][N:26]=3)=[CH:10][CH:9]=2)[C:4]([CH3:7])=[CH:5][CH:6]=1. The yield is 0.990.